Task: Regression. Given two drug SMILES strings and cell line genomic features, predict the synergy score measuring deviation from expected non-interaction effect.. Dataset: NCI-60 drug combinations with 297,098 pairs across 59 cell lines (1) Drug 1: C1=CC(=CC=C1CCC2=CNC3=C2C(=O)NC(=N3)N)C(=O)NC(CCC(=O)O)C(=O)O. Drug 2: C1C(C(OC1N2C=NC(=NC2=O)N)CO)O. Cell line: UACC62. Synergy scores: CSS=9.48, Synergy_ZIP=-4.97, Synergy_Bliss=-1.44, Synergy_Loewe=-1.01, Synergy_HSA=0.0138. (2) Drug 1: CC1C(C(=O)NC(C(=O)N2CCCC2C(=O)N(CC(=O)N(C(C(=O)O1)C(C)C)C)C)C(C)C)NC(=O)C3=C4C(=C(C=C3)C)OC5=C(C(=O)C(=C(C5=N4)C(=O)NC6C(OC(=O)C(N(C(=O)CN(C(=O)C7CCCN7C(=O)C(NC6=O)C(C)C)C)C)C(C)C)C)N)C. Drug 2: C1C(C(OC1N2C=NC(=NC2=O)N)CO)O. Cell line: NCI/ADR-RES. Synergy scores: CSS=12.4, Synergy_ZIP=-0.336, Synergy_Bliss=2.01, Synergy_Loewe=3.17, Synergy_HSA=3.70. (3) Drug 1: CNC(=O)C1=CC=CC=C1SC2=CC3=C(C=C2)C(=NN3)C=CC4=CC=CC=N4. Drug 2: C1=CC=C(C(=C1)C(C2=CC=C(C=C2)Cl)C(Cl)Cl)Cl. Cell line: A549. Synergy scores: CSS=11.4, Synergy_ZIP=-2.64, Synergy_Bliss=3.29, Synergy_Loewe=-3.10, Synergy_HSA=3.31. (4) Drug 1: CC1=CC=C(C=C1)C2=CC(=NN2C3=CC=C(C=C3)S(=O)(=O)N)C(F)(F)F. Drug 2: CC1=C2C(C(=O)C3(C(CC4C(C3C(C(C2(C)C)(CC1OC(=O)C(C(C5=CC=CC=C5)NC(=O)C6=CC=CC=C6)O)O)OC(=O)C7=CC=CC=C7)(CO4)OC(=O)C)O)C)OC(=O)C. Cell line: A498. Synergy scores: CSS=17.0, Synergy_ZIP=4.13, Synergy_Bliss=3.47, Synergy_Loewe=-14.7, Synergy_HSA=4.07.